Dataset: Reaction yield outcomes from USPTO patents with 853,638 reactions. Task: Predict the reaction yield, written as a fraction of the theoretical maximum amount of product (1.0 means a 100% yield; for example, 0.34 means a 34% yield). (1) The reactants are Cl.[NH2:2][C@@H:3]([CH2:8][NH:9][C:10]([O:12][C:13]([CH3:16])([CH3:15])[CH3:14])=[O:11])[C:4]([O:6][CH3:7])=[O:5].Cl[CH2:18][CH2:19][N:20]([CH2:25][CH2:26]Cl)[S:21]([CH3:24])(=[O:23])=[O:22].O. The catalyst is C(N(CC)C(C)C)(C)C. The product is [C:13]([O:12][C:10]([NH:9][CH2:8][C@H:3]([N:2]1[CH2:26][CH2:25][N:20]([S:21]([CH3:24])(=[O:23])=[O:22])[CH2:19][CH2:18]1)[C:4]([O:6][CH3:7])=[O:5])=[O:11])([CH3:16])([CH3:15])[CH3:14]. The yield is 0.460. (2) The product is [CH2:29]([O:36]/[N:37]=[C:38]1\[CH2:39][CH2:40][C:41]2[C:46]\1=[CH:45][CH:44]=[C:43]([C:2]1[CH:3]=[N:4][N:5]([CH:7]3[CH2:8][CH2:9][N:10]([C:13]([O:15][CH2:16][C:17]4[CH:22]=[CH:21][CH:20]=[CH:19][CH:18]=4)=[O:14])[CH2:11][CH2:12]3)[C:6]=1[C:7]1[CH:12]=[CH:11][N:10]=[CH:9][CH:8]=1)[CH:42]=2)[C:30]1[CH:35]=[CH:34][CH:33]=[CH:32][CH:31]=1. The yield is 0.830. The reactants are Br[C:2]1[C:3](C2C=CN=CC=2)=[N:4][N:5]([CH:7]2[CH2:12][CH2:11][N:10]([C:13]([O:15][CH2:16][C:17]3[CH:22]=[CH:21][CH:20]=[CH:19][CH:18]=3)=[O:14])[CH2:9][CH2:8]2)[CH:6]=1.[CH2:29]([O:36]/[N:37]=[C:38]1\[CH2:39][CH2:40][C:41]2[C:46]\1=[CH:45][CH:44]=[C:43](B(O)O)[CH:42]=2)[C:30]1[CH:35]=[CH:34][CH:33]=[CH:32][CH:31]=1.C(=O)([O-])[O-].[K+].[K+]. The catalyst is C(#N)C.O. (3) The reactants are Cl[C:2]1[C:7]([CH3:8])=[C:6]([NH:9][CH2:10][C:11]2[CH:16]=[CH:15][C:14]([O:17][CH3:18])=[CH:13][CH:12]=2)[N:5]2[N:19]=[CH:20][CH:21]=[C:4]2[N:3]=1.[C:22]([N:29]1[CH2:34][CH2:33][CH2:32][CH:31]([NH2:35])[CH2:30]1)([O:24][C:25]([CH3:28])([CH3:27])[CH3:26])=[O:23].[Li+].C[Si]([N-][Si](C)(C)C)(C)C. The catalyst is CC(C1C=C(C(C)C)C(C2C(P(C3CCCCC3)C3CCCCC3)=C(OC)C=CC=2OC)=C(C(C)C)C=1)C. The product is [CH3:18][O:17][C:14]1[CH:15]=[CH:16][C:11]([CH2:10][NH:9][C:6]2[N:5]3[N:19]=[CH:20][CH:21]=[C:4]3[N:3]=[C:2]([NH:35][CH:31]3[CH2:32][CH2:33][CH2:34][N:29]([C:22]([O:24][C:25]([CH3:28])([CH3:27])[CH3:26])=[O:23])[CH2:30]3)[C:7]=2[CH3:8])=[CH:12][CH:13]=1. The yield is 0.345. (4) The reactants are Cl[C:2]1[N:7]=[C:6]([S:8][CH2:9][CH3:10])[C:5]([C:11]([NH:13][CH2:14][C:15]2[CH:20]=[CH:19][CH:18]=[C:17]([F:21])[CH:16]=2)=[O:12])=[C:4]([CH3:22])[CH:3]=1.[NH:23]1[CH2:28][CH2:27][O:26][CH2:25][CH2:24]1. The catalyst is O.CCOC(C)=O. The product is [CH2:9]([S:8][C:6]1[C:5]([C:11]([NH:13][CH2:14][C:15]2[CH:20]=[CH:19][CH:18]=[C:17]([F:21])[CH:16]=2)=[O:12])=[C:4]([CH3:22])[CH:3]=[C:2]([N:23]2[CH2:28][CH2:27][O:26][CH2:25][CH2:24]2)[N:7]=1)[CH3:10]. The yield is 0.750. (5) The reactants are [OH:1][CH2:2][C@H:3]1[C@H:12]([CH3:13])[C@@H:11]([NH:14][C:15]2[CH:20]=[CH:19][CH:18]=[CH:17][CH:16]=2)[C:10]2[C:5](=[CH:6][CH:7]=[CH:8][CH:9]=2)[N:4]1[C:21](=[O:23])[CH3:22].[H-].[Na+].[CH3:26]I. The catalyst is C1COCC1. The product is [CH3:26][O:1][CH2:2][C@H:3]1[C@H:12]([CH3:13])[C@@H:11]([NH:14][C:15]2[CH:16]=[CH:17][CH:18]=[CH:19][CH:20]=2)[C:10]2[C:5](=[CH:6][CH:7]=[CH:8][CH:9]=2)[N:4]1[C:21](=[O:23])[CH3:22]. The yield is 0.290. (6) The reactants are [CH:1]([O:4][C:5]1[CH:12]=[CH:11][C:8]([C:9]#[N:10])=[CH:7][C:6]=1[C:13]([F:16])([F:15])[F:14])([CH3:3])[CH3:2].[NH2:17][OH:18]. The catalyst is CCO. The product is [OH:18]/[N:17]=[C:9](\[NH2:10])/[C:8]1[CH:11]=[CH:12][C:5]([O:4][CH:1]([CH3:3])[CH3:2])=[C:6]([C:13]([F:16])([F:15])[F:14])[CH:7]=1. The yield is 0.338.